Dataset: Catalyst prediction with 721,799 reactions and 888 catalyst types from USPTO. Task: Predict which catalyst facilitates the given reaction. (1) Product: [Br:24][CH2:25][CH2:26][CH2:27][CH2:28][CH2:29][N:15]1[N:14]=[C:13]([C:7]2[CH:8]=[CH:9][C:10]([O:11][CH3:12])=[C:5]([O:4][CH3:3])[CH:6]=2)[CH:22]2[CH:17]([CH2:18][CH:19]=[CH:20][CH2:21]2)[C:16]1=[O:23]. The catalyst class is: 6. Reactant: [H-].[Na+].[CH3:3][O:4][C:5]1[CH:6]=[C:7]([C:13]2[CH:22]3[CH:17]([CH2:18][CH:19]=[CH:20][CH2:21]3)[C:16](=[O:23])[NH:15][N:14]=2)[CH:8]=[CH:9][C:10]=1[O:11][CH3:12].[Br:24][CH2:25][CH2:26][CH2:27][CH2:28][CH2:29]Br. (2) Reactant: B(Br)(Br)Br.[F:5][C:6]1[CH:7]=[C:8]([CH2:12][NH:13][C:14]([C:16]2[C:17]([O:31][CH2:32][CH2:33][O:34]C)=[N:18][C:19]3[C:24]([C:25]=2[CH3:26])=[CH:23][CH:22]=[C:21]([C:27]([F:30])([F:29])[F:28])[CH:20]=3)=[O:15])[CH:9]=[CH:10][CH:11]=1. Product: [F:5][C:6]1[CH:7]=[C:8]([CH2:12][NH:13][C:14]([C:16]2[C:17]([O:31][CH2:32][CH2:33][OH:34])=[N:18][C:19]3[C:24]([C:25]=2[CH3:26])=[CH:23][CH:22]=[C:21]([C:27]([F:29])([F:30])[F:28])[CH:20]=3)=[O:15])[CH:9]=[CH:10][CH:11]=1. The catalyst class is: 2. (3) Reactant: [Si:1]([O:8][CH2:9][CH2:10][NH2:11])([C:4]([CH3:7])([CH3:6])[CH3:5])([CH3:3])[CH3:2].C([N:20]=[C:21]=[S:22])(=O)C1C=CC=CC=1. Product: [Si:1]([O:8][CH2:9][CH2:10][NH:11][C:21]([NH2:20])=[S:22])([C:4]([CH3:6])([CH3:7])[CH3:5])([CH3:3])[CH3:2]. The catalyst class is: 1. (4) Reactant: C1C=CC(P(C2C=CC=CC=2)C2C=CC=CC=2)=CC=1.[Br:20]Br.[Cl:22][C:23]1[CH:28]=[CH:27][CH:26]=[C:25]([Cl:29])[C:24]=1[C:30]1[CH:31]=[C:32]2[C:37](=[CH:38][CH:39]=1)[CH:36]=[C:35]([CH2:40]O)[CH:34]=[CH:33]2.O. Product: [Br:20][CH2:40][C:35]1[CH:34]=[CH:33][C:32]2[C:37](=[CH:38][CH:39]=[C:30]([C:24]3[C:23]([Cl:22])=[CH:28][CH:27]=[CH:26][C:25]=3[Cl:29])[CH:31]=2)[CH:36]=1. The catalyst class is: 2. (5) Reactant: [CH3:1][C:2]1[N:3]([C:11]2[CH:31]=[CH:30][C:14]([C:15]([N:17]3[CH2:22][CH2:21][N:20](C(OC(C)(C)C)=O)[CH2:19][CH2:18]3)=[O:16])=[CH:13][CH:12]=2)[C:4]2[C:9]([CH:10]=1)=[CH:8][CH:7]=[CH:6][CH:5]=2.[ClH:32]. Product: [ClH:32].[CH3:1][C:2]1[N:3]([C:11]2[CH:31]=[CH:30][C:14]([C:15]([N:17]3[CH2:22][CH2:21][NH:20][CH2:19][CH2:18]3)=[O:16])=[CH:13][CH:12]=2)[C:4]2[C:9]([CH:10]=1)=[CH:8][CH:7]=[CH:6][CH:5]=2. The catalyst class is: 4.